Dataset: Peptide-MHC class I binding affinity with 185,985 pairs from IEDB/IMGT. Task: Regression. Given a peptide amino acid sequence and an MHC pseudo amino acid sequence, predict their binding affinity value. This is MHC class I binding data. (1) The peptide sequence is SRFTPQFLL. The MHC is HLA-A24:02 with pseudo-sequence HLA-A24:02. The binding affinity (normalized) is 0.311. (2) The peptide sequence is DIVRVFNEY. The MHC is HLA-B40:01 with pseudo-sequence HLA-B40:01. The binding affinity (normalized) is 0.0847. (3) The peptide sequence is KMDVTPLDY. The MHC is HLA-A02:12 with pseudo-sequence HLA-A02:12. The binding affinity (normalized) is 0.0847. (4) The peptide sequence is HEVHAVWPG. The MHC is HLA-B15:09 with pseudo-sequence HLA-B15:09. The binding affinity (normalized) is 0.0847. (5) The peptide sequence is YRSDIVGTY. The MHC is HLA-B07:02 with pseudo-sequence HLA-B07:02. The binding affinity (normalized) is 0.0847. (6) The peptide sequence is MAIHRSLTK. The MHC is HLA-B18:01 with pseudo-sequence HLA-B18:01. The binding affinity (normalized) is 0.213. (7) The peptide sequence is TLELNMETL. The MHC is HLA-B27:05 with pseudo-sequence HLA-B27:05. The binding affinity (normalized) is 0.0847. (8) The peptide sequence is LLQQCKPVSL. The MHC is HLA-B08:01 with pseudo-sequence HLA-B08:01. The binding affinity (normalized) is 0.756.